This data is from Catalyst prediction with 721,799 reactions and 888 catalyst types from USPTO. The task is: Predict which catalyst facilitates the given reaction. (1) Reactant: [CH3:1][CH:2]([CH3:34])[C@@H:3]([NH:13][C:14]1[N:19]=[C:18]([N:20]([CH3:33])[C:21]2[CH:26]=[CH:25][N:24]=[C:23]([C:27]3[CH:32]=[CH:31][CH:30]=[CH:29][CH:28]=3)[N:22]=2)[CH:17]=[CH:16][N:15]=1)[CH2:4][C:5]([N:7]1[CH2:12][CH2:11][O:10][CH2:9][CH2:8]1)=O.[H-].[H-].[H-].[H-].[Li+].[Al+3]. Product: [CH3:33][N:20]([C:21]1[CH:26]=[CH:25][N:24]=[C:23]([C:27]2[CH:28]=[CH:29][CH:30]=[CH:31][CH:32]=2)[N:22]=1)[C:18]1[CH:17]=[CH:16][N:15]=[C:14]([NH:13][C@H:3]([CH:2]([CH3:34])[CH3:1])[CH2:4][CH2:5][N:7]2[CH2:8][CH2:9][O:10][CH2:11][CH2:12]2)[N:19]=1. The catalyst class is: 1. (2) Reactant: [CH3:1][C@H:2]([C:7](=O)[C:8]1[CH:22]=[CH:21][C:11]2[N:12]=[C:13]([C:15]3[CH:20]=[CH:19][CH:18]=[CH:17][CH:16]=3)[O:14][C:10]=2[CH:9]=1)[CH2:3][C:4](O)=[O:5].O.[NH2:25][NH2:26]. Product: [CH3:1][C@@H:2]1[C:7]([C:8]2[CH:22]=[CH:21][C:11]3[N:12]=[C:13]([C:15]4[CH:20]=[CH:19][CH:18]=[CH:17][CH:16]=4)[O:14][C:10]=3[CH:9]=2)=[N:26][NH:25][C:4](=[O:5])[CH2:3]1. The catalyst class is: 8. (3) Reactant: [CH2:1]([O:3][C:4]([N:6]1[C:14]2[C:9](=[CH:10][C:11]([C:15]3[N:16]=[C:17]([C:21]4[CH:26]=[CH:25][CH:24]=[CH:23][N:22]=4)[S:18][C:19]=3[CH3:20])=[CH:12][CH:13]=2)[CH2:8][C:7]1=[O:27])=[O:5])[CH3:2].CCN(C(C)C)C(C)C.[O:37](S(C(F)(F)F)(=O)=O)[S:38]([C:41]([F:44])([F:43])[F:42])(=O)=[O:39]. Product: [CH2:1]([O:3][C:4]([N:6]1[C:14]2[C:9](=[CH:10][C:11]([C:15]3[N:16]=[C:17]([C:21]4[CH:26]=[CH:25][CH:24]=[CH:23][N:22]=4)[S:18][C:19]=3[CH3:20])=[CH:12][CH:13]=2)[CH:8]=[C:7]1[O:27][S:38]([C:41]([F:44])([F:43])[F:42])(=[O:39])=[O:37])=[O:5])[CH3:2]. The catalyst class is: 2. (4) Reactant: [Cl:1][C:2]1[CH:3]=[CH:4][C:5]([C:18]2[N:22]([CH2:23][CH:24]3[CH2:29][CH2:28][CH2:27][CH2:26][CH2:25]3)[C:21]3[CH:30]=[CH:31][CH:32]=[CH:33][C:20]=3[N:19]=2)=[C:6]([C:8]#[C:9][C:10]2[CH:17]=[CH:16][C:13]([C:14]#[N:15])=[CH:12][CH:11]=2)[CH:7]=1. Product: [Cl:1][C:2]1[CH:3]=[CH:4][C:5]([C:18]2[N:22]([CH2:23][CH:24]3[CH2:29][CH2:28][CH2:27][CH2:26][CH2:25]3)[C:21]3[CH:30]=[CH:31][CH:32]=[CH:33][C:20]=3[N:19]=2)=[C:6]([CH2:8][CH2:9][C:10]2[CH:11]=[CH:12][C:13]([C:14]#[N:15])=[CH:16][CH:17]=2)[CH:7]=1. The catalyst class is: 19.